From a dataset of NCI-60 drug combinations with 297,098 pairs across 59 cell lines. Regression. Given two drug SMILES strings and cell line genomic features, predict the synergy score measuring deviation from expected non-interaction effect. (1) Drug 1: CNC(=O)C1=NC=CC(=C1)OC2=CC=C(C=C2)NC(=O)NC3=CC(=C(C=C3)Cl)C(F)(F)F. Drug 2: C1CNP(=O)(OC1)N(CCCl)CCCl. Cell line: SK-MEL-5. Synergy scores: CSS=9.43, Synergy_ZIP=1.34, Synergy_Bliss=5.79, Synergy_Loewe=7.04, Synergy_HSA=4.10. (2) Drug 1: C1=CC(=C2C(=C1NCCNCCO)C(=O)C3=C(C=CC(=C3C2=O)O)O)NCCNCCO. Drug 2: CN(CCCl)CCCl.Cl. Cell line: SR. Synergy scores: CSS=79.1, Synergy_ZIP=0.482, Synergy_Bliss=1.19, Synergy_Loewe=-0.630, Synergy_HSA=3.13. (3) Drug 2: C1=CN(C(=O)N=C1N)C2C(C(C(O2)CO)O)O.Cl. Synergy scores: CSS=39.4, Synergy_ZIP=-11.4, Synergy_Bliss=-3.63, Synergy_Loewe=-2.24, Synergy_HSA=-0.463. Drug 1: C1=NC2=C(N1)C(=S)N=C(N2)N. Cell line: M14. (4) Drug 1: COC1=C(C=C2C(=C1)N=CN=C2NC3=CC(=C(C=C3)F)Cl)OCCCN4CCOCC4. Drug 2: CC12CCC3C(C1CCC2O)C(CC4=C3C=CC(=C4)O)CCCCCCCCCS(=O)CCCC(C(F)(F)F)(F)F. Cell line: IGROV1. Synergy scores: CSS=46.3, Synergy_ZIP=2.27, Synergy_Bliss=0.827, Synergy_Loewe=-6.49, Synergy_HSA=0.978. (5) Drug 1: COC1=C(C=C2C(=C1)N=CN=C2NC3=CC(=C(C=C3)F)Cl)OCCCN4CCOCC4. Drug 2: C1=CC(=C2C(=C1NCCNCCO)C(=O)C3=C(C=CC(=C3C2=O)O)O)NCCNCCO. Cell line: HCT-15. Synergy scores: CSS=80.1, Synergy_ZIP=1.37, Synergy_Bliss=4.52, Synergy_Loewe=5.53, Synergy_HSA=9.75. (6) Drug 1: CC1CCC2CC(C(=CC=CC=CC(CC(C(=O)C(C(C(=CC(C(=O)CC(OC(=O)C3CCCCN3C(=O)C(=O)C1(O2)O)C(C)CC4CCC(C(C4)OC)O)C)C)O)OC)C)C)C)OC. Drug 2: C1=CC=C(C=C1)NC(=O)CCCCCCC(=O)NO. Cell line: CAKI-1. Synergy scores: CSS=47.9, Synergy_ZIP=5.74, Synergy_Bliss=2.41, Synergy_Loewe=1.77, Synergy_HSA=5.06.